From a dataset of Forward reaction prediction with 1.9M reactions from USPTO patents (1976-2016). Predict the product of the given reaction. (1) Given the reactants [F:1][CH:2]([F:35])[C:3]1[CH:8]=[CH:7][N:6]=[C:5]([NH:9][C:10]2[N:15]=[C:14]([C:16]3[CH:17]=[N:18][C:19]([C@@:22]([C@H:25]4[CH2:30][CH2:29][C@H:28]([C:31]([OH:33])=[O:32])[CH2:27][CH2:26]4)([OH:24])[CH3:23])=[CH:20][CH:21]=3)[CH:13]=[C:12]([CH3:34])[CH:11]=2)[CH:4]=1.[C:36]1(O)[CH:41]=[CH:40][CH:39]=[CH:38][CH:37]=1.C1CN([P+](Br)(N2CCCC2)N2CCCC2)CC1.F[P-](F)(F)(F)(F)F.CCN(C(C)C)C(C)C, predict the reaction product. The product is: [F:35][CH:2]([F:1])[C:3]1[CH:8]=[CH:7][N:6]=[C:5]([NH:9][C:10]2[N:15]=[C:14]([C:16]3[CH:17]=[N:18][C:19]([C@@:22]([C@H:25]4[CH2:30][CH2:29][C@H:28]([C:31]([O:33][C:36]5[CH:41]=[CH:40][CH:39]=[CH:38][CH:37]=5)=[O:32])[CH2:27][CH2:26]4)([OH:24])[CH3:23])=[CH:20][CH:21]=3)[CH:13]=[C:12]([CH3:34])[CH:11]=2)[CH:4]=1. (2) Given the reactants [CH2:1]([N:3]([CH:37]1[CH2:42][CH2:41][O:40][CH2:39][CH2:38]1)[C:4]1[C:5]([CH3:36])=[C:6]([C:23]([NH:25][CH2:26][C:27]2[C:28]([CH3:35])=[N:29][N:30]([CH3:34])[C:31]=2[O:32]C)=[O:24])[CH:7]=[C:8]([C:10]2[CH:15]=[CH:14][C:13]([CH2:16][N:17]3[CH2:22][CH2:21][O:20][CH2:19][CH2:18]3)=[CH:12][CH:11]=2)[CH:9]=1)[CH3:2].[Na+].[I-].C[Si](Cl)(C)C.C(=O)(O)[O-].[Na+], predict the reaction product. The product is: [CH3:34][N:30]1[C:31](=[O:32])[C:27]([CH2:26][NH:25][C:23]([C:6]2[CH:7]=[C:8]([C:10]3[CH:11]=[CH:12][C:13]([CH2:16][N:17]4[CH2:18][CH2:19][O:20][CH2:21][CH2:22]4)=[CH:14][CH:15]=3)[CH:9]=[C:4]([N:3]([CH2:1][CH3:2])[CH:37]3[CH2:38][CH2:39][O:40][CH2:41][CH2:42]3)[C:5]=2[CH3:36])=[O:24])=[C:28]([CH3:35])[NH:29]1. (3) The product is: [CH3:1][N:2]1[C:6]([C:7]2[CH:8]=[C:9]([CH2:13][C:14]([OH:16])=[O:15])[CH:10]=[CH:11][CH:12]=2)=[CH:5][CH:4]=[N:3]1. Given the reactants [CH3:1][N:2]1[C:6]([C:7]2[CH:8]=[C:9]([CH2:13][C:14]([O:16]CC)=[O:15])[CH:10]=[CH:11][CH:12]=2)=[CH:5][CH:4]=[N:3]1.[OH-].[Na+], predict the reaction product. (4) Given the reactants [F:1][C:2]1[CH:3]=[CH:4][C:5]([O:15][CH3:16])=[C:6]([C:8]2[CH:13]=[CH:12][N:11]=[CH:10][C:9]=2[NH2:14])[CH:7]=1.[CH3:17][S:18]([C:21]1[CH:22]=[C:23]([CH:27]=[C:28]([C:30]([F:33])([F:32])[F:31])[CH:29]=1)[C:24](O)=[O:25])(=[O:20])=[O:19], predict the reaction product. The product is: [F:1][C:2]1[CH:3]=[CH:4][C:5]([O:15][CH3:16])=[C:6]([C:8]2[CH:13]=[CH:12][N:11]=[CH:10][C:9]=2[NH:14][C:24](=[O:25])[C:23]2[CH:27]=[C:28]([C:30]([F:33])([F:31])[F:32])[CH:29]=[C:21]([S:18]([CH3:17])(=[O:20])=[O:19])[CH:22]=2)[CH:7]=1. (5) Given the reactants [CH3:1][O:2][C:3]1[CH:4]=[C:5]([C:15]2[O:16][C:17]3[CH:23]=[CH:22][CH:21]=[CH:20][C:18]=3[N:19]=2)[CH:6]=[CH:7][C:8]=1[CH2:9][N:10]1[CH:14]=[CH:13][N:12]=N1.Br[CH2:25]C1C=CC(C2OC3C=CC=CC=3N=2)=CC=1OC.N1C=CN=C1, predict the reaction product. The product is: [N:10]1([CH2:9][C:8]2[CH:7]=[CH:6][C:5]([C:15]3[O:16][C:17]4[CH:23]=[CH:22][CH:21]=[CH:20][C:18]=4[N:19]=3)=[CH:4][C:3]=2[O:2][CH3:1])[CH:14]=[CH:13][N:12]=[CH:25]1. (6) Given the reactants [CH2:1]([N:8]([CH2:37][C@H:38]([OH:60])[CH2:39][O:40][C:41]1[CH:46]=[CH:45][C:44]([O:47][CH2:48][C:49]2[CH:54]=[CH:53][CH:52]=[CH:51][CH:50]=2)=[C:43]([NH:55][S:56]([CH3:59])(=[O:58])=[O:57])[CH:42]=1)[C@H:9]1[CH2:14][CH2:13][C@H:12]([C:15]2[CH:36]=[CH:35][C:18]([C:19]([NH:21][C@H:22]([C:30]([O:32]CC)=[O:31])[CH2:23][C:24]3[CH:29]=[CH:28][CH:27]=[CH:26][CH:25]=3)=[O:20])=[CH:17][CH:16]=2)[CH2:11][CH2:10]1)[C:2]1[CH:7]=[CH:6][CH:5]=[CH:4][CH:3]=1.[OH-].[Na+], predict the reaction product. The product is: [CH2:1]([N:8]([CH2:37][C@H:38]([OH:60])[CH2:39][O:40][C:41]1[CH:46]=[CH:45][C:44]([O:47][CH2:48][C:49]2[CH:54]=[CH:53][CH:52]=[CH:51][CH:50]=2)=[C:43]([NH:55][S:56]([CH3:59])(=[O:58])=[O:57])[CH:42]=1)[C@H:9]1[CH2:14][CH2:13][C@H:12]([C:15]2[CH:36]=[CH:35][C:18]([C:19]([NH:21][C@H:22]([C:30]([OH:32])=[O:31])[CH2:23][C:24]3[CH:29]=[CH:28][CH:27]=[CH:26][CH:25]=3)=[O:20])=[CH:17][CH:16]=2)[CH2:11][CH2:10]1)[C:2]1[CH:3]=[CH:4][CH:5]=[CH:6][CH:7]=1. (7) Given the reactants [CH3:1][O:2][C:3]([NH:5][C@H:6]([C:10]([N:12]1[CH2:16][CH2:15][CH2:14][C@H:13]1[C:17]1[NH:18][CH:19]=[C:20]([C:22]2[CH:27]=[CH:26][C:25]([C:28]3[CH:33]=[CH:32][C:31]([C:34]4[N:35]=[C:36]([C@@H:39]5[CH2:47][C:42]6([S:46][CH2:45][CH2:44][S:43]6)[CH2:41][N:40]5[C:48]([O:50][CH2:51][C:52]5[CH:57]=[CH:56][CH:55]=[CH:54][CH:53]=5)=[O:49])[NH:37][CH:38]=4)=[CH:30][CH:29]=3)=[CH:24][CH:23]=2)[N:21]=1)=[O:11])[CH:7]([CH3:9])[CH3:8])=[O:4].[CH3:58][CH:59]([CH3:115])[C@H:60]([NH:110][C:111]([O:113][CH3:114])=[O:112])[C:61]([N:63]1[CH2:67][CH2:66][CH2:65][C@H:64]1[C:68]1[NH:69][CH:70]=[C:71]([C:73]2[CH:78]=[CH:77][C:76]([C:79]3[CH:84]=[CH:83][C:82]([C:85](=[O:109])[CH2:86][NH:87][C:88]([C@@H:90]4[CH2:98][C:93]5([S:97][CH2:96][CH2:95][S:94]5)[CH2:92][N:91]4[C:99]([O:101][CH2:102][C:103]4[CH:108]=[CH:107][CH:106]=[CH:105][CH:104]=4)=[O:100])=[O:89])=[CH:81][CH:80]=3)=[CH:75][CH:74]=2)[N:72]=1)=[O:62], predict the reaction product. The product is: [CH3:1][O:2][C:3]([NH:5][C@H:6]([C:10]([N:12]1[CH2:16][CH2:15][CH2:14][C@H:13]1[C:17]1[NH:18][CH:19]=[C:20]([C:22]2[CH:23]=[CH:24][C:25]([C:28]3[CH:29]=[CH:30][C:31]([C:34]4[N:35]=[C:36]([C@@H:39]5[CH2:47][C:42]6([S:46][CH2:45][CH2:44][S:43]6)[CH2:41][N:40]5[C:48]([O:50][CH2:51][C:52]5[CH:57]=[CH:56][CH:55]=[CH:54][CH:53]=5)=[O:49])[NH:37][CH:38]=4)=[CH:32][CH:33]=3)=[CH:26][CH:27]=2)[N:21]=1)=[O:11])[CH:7]([CH3:9])[CH3:8])=[O:4].[CH3:58][CH:59]([CH3:115])[C@H:60]([NH:110][C:111]([O:113][CH3:114])=[O:112])[C:61]([N:63]1[CH2:67][CH2:66][CH2:65][C@H:64]1[C:68]1[NH:69][CH:70]=[C:71]([C:73]2[CH:74]=[CH:75][C:76]([C:79]3[CH:84]=[CH:83][C:82]([C:85](=[O:109])[CH2:86][NH:87][C:88]([C@@H:90]4[CH2:98][C:93]5([S:97][CH2:96][CH2:95][S:94]5)[CH2:92][N:91]4[C:99]([O:101][CH2:102][C:103]4[CH:108]=[CH:107][CH:106]=[CH:105][CH:104]=4)=[O:100])=[O:89])=[CH:81][CH:80]=3)=[CH:77][CH:78]=2)[N:72]=1)=[O:62].[C:51]([O-:62])(=[O:50])[CH3:52].[NH4+:5]. (8) Given the reactants [C:1]([O:5][C:6]([C:8]1[C:27]([F:28])=[CH:26][C:11]([O:12][C@@H:13]2[CH2:18][CH2:17][CH2:16][N:15]([C:19]([O:21][C:22]([CH3:25])([CH3:24])[CH3:23])=[O:20])[CH2:14]2)=[C:10](Cl)[CH:9]=1)=[O:7])([CH3:4])([CH3:3])[CH3:2].[CH:30]1(B(O)O)[CH2:32][CH2:31]1.[O-]P([O-])([O-])=O.[K+].[K+].[K+].F[B-](F)(F)F.C1([PH+](C2CCCCC2)C2CCCCC2)CCCCC1, predict the reaction product. The product is: [C:1]([O:5][C:6]([C:8]1[C:27]([F:28])=[CH:26][C:11]([O:12][C@@H:13]2[CH2:18][CH2:17][CH2:16][N:15]([C:19]([O:21][C:22]([CH3:25])([CH3:24])[CH3:23])=[O:20])[CH2:14]2)=[C:10]([CH:30]2[CH2:32][CH2:31]2)[CH:9]=1)=[O:7])([CH3:4])([CH3:3])[CH3:2]. (9) Given the reactants [Cl:1][C:2]1[C:10]([F:11])=[CH:9][CH:8]=[CH:7][C:3]=1[C:4]([OH:6])=O.[F:12][C:13]1([F:31])[CH2:18][CH2:17][C:16]([CH2:29][NH2:30])([C:19]2[CH:20]=[N:21][C:22]([C:25]([F:28])([F:27])[F:26])=[CH:23][CH:24]=2)[CH2:15][CH2:14]1, predict the reaction product. The product is: [Cl:1][C:2]1[C:10]([F:11])=[CH:9][CH:8]=[CH:7][C:3]=1[C:4]([NH:30][CH2:29][C:16]1([C:19]2[CH:20]=[N:21][C:22]([C:25]([F:28])([F:26])[F:27])=[CH:23][CH:24]=2)[CH2:17][CH2:18][C:13]([F:12])([F:31])[CH2:14][CH2:15]1)=[O:6].